This data is from Catalyst prediction with 721,799 reactions and 888 catalyst types from USPTO. The task is: Predict which catalyst facilitates the given reaction. (1) Reactant: [CH3:1][O:2][C:3]1[CH:8]=[CH:7][C:6]([C:9]2[C:10](=[O:23])[N:11]([CH2:19][C:20](Cl)=[O:21])[C:12]3([CH2:18][CH2:17][CH2:16][CH2:15][CH2:14]3)[N:13]=2)=[CH:5][CH:4]=1.COC1C=CC(C2C(=O)N(CC(O)=O)C3(CCCCC3)N=2)=CC=1.C(Cl)(=O)C(Cl)=O.[F:53][C:54]1[CH:55]=[C:56]([CH:58]=[C:59]([F:61])[CH:60]=1)[NH2:57].C(N(CC)CC)C. Product: [F:53][C:54]1[CH:55]=[C:56]([NH:57][C:20](=[O:21])[CH2:19][N:11]2[C:12]3([CH2:18][CH2:17][CH2:16][CH2:15][CH2:14]3)[N:13]=[C:9]([C:6]3[CH:7]=[CH:8][C:3]([O:2][CH3:1])=[CH:4][CH:5]=3)[C:10]2=[O:23])[CH:58]=[C:59]([F:61])[CH:60]=1. The catalyst class is: 85. (2) Reactant: Br/[CH:2]=[CH:3]/[CH2:4][CH2:5][CH2:6][CH2:7][CH3:8].C([Li])(C)(C)C.[CH3:14][Si:15]1([CH3:25])[O:16][Si:15]([CH3:25])([CH3:14])[O:16][Si:15]([CH3:25])([CH3:14])[O:16]1. Product: [CH3:14][Si:15]([CH3:25])(/[CH:2]=[CH:3]/[CH2:4][CH2:5][CH2:6][CH2:7][CH3:8])[OH:16]. The catalyst class is: 28. (3) Reactant: [CH3:1][O:2][C:3]1[CH:29]=[CH:28][C:6]([C:7]([C:9]2[S:27][C:12]3[N:13]([CH2:19][CH2:20][N:21]4[CH2:26][CH2:25][O:24][CH2:23][CH2:22]4)[C:14](C(O)=O)=[CH:15][C:11]=3[CH:10]=2)=[O:8])=[CH:5][CH:4]=1.N1C2C(=CC=CC=2)C=CC=1. Product: [CH3:1][O:2][C:3]1[CH:29]=[CH:28][C:6]([C:7]([C:9]2[S:27][C:12]3[N:13]([CH2:19][CH2:20][N:21]4[CH2:22][CH2:23][O:24][CH2:25][CH2:26]4)[CH:14]=[CH:15][C:11]=3[CH:10]=2)=[O:8])=[CH:5][CH:4]=1. The catalyst class is: 536. (4) Reactant: C([O:5]O)(C)(C)C.[Cl:7][C:8]1[CH:13]=[C:12]([S:14]([C:17]2[CH:22]=[CH:21][C:20]([S:23][CH3:24])=[CH:19][CH:18]=2)(=[O:16])=[O:15])[CH:11]=[CH:10][C:9]=1[NH:25][C:26](=[O:34])[C@:27]([OH:33])([CH3:32])[C:28]([F:31])([F:30])[F:29]. Product: [Cl:7][C:8]1[CH:13]=[C:12]([S:14]([C:17]2[CH:22]=[CH:21][C:20]([S:23]([CH3:24])=[O:5])=[CH:19][CH:18]=2)(=[O:15])=[O:16])[CH:11]=[CH:10][C:9]=1[NH:25][C:26](=[O:34])[C@:27]([OH:33])([CH3:32])[C:28]([F:30])([F:31])[F:29]. The catalyst class is: 648.